Dataset: Full USPTO retrosynthesis dataset with 1.9M reactions from patents (1976-2016). Task: Predict the reactants needed to synthesize the given product. (1) Given the product [NH2:1][C:2]1[C:11]2[CH:10]=[CH:9][C:8]([F:12])=[C:7]([C:23]3[CH:24]=[CH:25][CH:26]=[CH:27][C:22]=3[O:21][CH3:20])[C:6]=2[N:5]=[C:4]2[CH2:14][N:15]([CH2:18][CH3:19])[C:16](=[O:17])[C:3]=12, predict the reactants needed to synthesize it. The reactants are: [NH2:1][C:2]1[C:11]2[CH:10]=[CH:9][C:8]([F:12])=[C:7](Br)[C:6]=2[N:5]=[C:4]2[CH2:14][N:15]([CH2:18][CH3:19])[C:16](=[O:17])[C:3]=12.[CH3:20][O:21][C:22]1[CH:27]=[CH:26][CH:25]=[CH:24][C:23]=1B(O)O. (2) Given the product [Cl:23][C:24]1[CH:29]=[CH:28][C:27]([C:2]2[CH:3]=[N:4][CH:5]=[C:6]3[C:11]=2[N:10]=[C:9]([C:12]([NH:14][CH2:15][C:16]2([CH3:22])[CH2:20][CH2:19][C:18](=[O:21])[NH:17]2)=[O:13])[CH:8]=[CH:7]3)=[CH:26][CH:25]=1, predict the reactants needed to synthesize it. The reactants are: Br[C:2]1[CH:3]=[N:4][CH:5]=[C:6]2[C:11]=1[N:10]=[C:9]([C:12]([NH:14][CH2:15][C:16]1([CH3:22])[CH2:20][CH2:19][C:18](=[O:21])[NH:17]1)=[O:13])[CH:8]=[CH:7]2.[Cl:23][C:24]1[CH:29]=[CH:28][C:27](B(O)O)=[CH:26][CH:25]=1.C(=O)([O-])[O-].[Cs+].[Cs+].